This data is from Full USPTO retrosynthesis dataset with 1.9M reactions from patents (1976-2016). The task is: Predict the reactants needed to synthesize the given product. (1) The reactants are: C[O:2][C:3]([C:5]1[S:6][C:7]([C:11](=[O:28])[NH:12][CH2:13][C:14]2[CH:19]=[CH:18][CH:17]=[C:16]([O:20][Si](C(C)(C)C)(C)C)[CH:15]=2)=[CH:8][C:9]=1[Cl:10])=[O:4].O.[OH-].[Li+].C1COCC1.Cl. Given the product [Cl:10][C:9]1[CH:8]=[C:7]([C:11](=[O:28])[NH:12][CH2:13][C:14]2[CH:19]=[CH:18][CH:17]=[C:16]([OH:20])[CH:15]=2)[S:6][C:5]=1[C:3]([OH:4])=[O:2], predict the reactants needed to synthesize it. (2) Given the product [CH2:1]([O:3][C:4](=[O:31])[CH2:5][N:6]([CH2:17][C:18]([N:20]([N:22]1[CH2:23][C:24]2[C:29](=[CH:28][CH:27]=[CH:26][CH:25]=2)[CH2:30]1)[CH3:21])=[O:19])[C:7]1[CH:8]=[C:9]2[C:13](=[CH:14][C:15]=1[CH3:16])[N:12]([CH3:34])[N:11]=[CH:10]2)[CH3:2], predict the reactants needed to synthesize it. The reactants are: [CH2:1]([O:3][C:4](=[O:31])[CH2:5][N:6]([CH2:17][C:18]([N:20]([N:22]1[CH2:30][C:29]2[C:24](=[CH:25][CH:26]=[CH:27][CH:28]=2)[CH2:23]1)[CH3:21])=[O:19])[C:7]1[CH:8]=[C:9]2[C:13](=[CH:14][C:15]=1[CH3:16])[NH:12][N:11]=[CH:10]2)[CH3:2].[H-].[Na+].[CH3:34]I. (3) Given the product [F:16][C:17]1[CH:22]=[C:21]([C:8]2[C:7]([C:1]3[CH:6]=[CH:5][CH:4]=[CH:3][CH:2]=3)=[N:11][N:10]3[CH2:12][CH2:13][CH2:14][C:9]=23)[CH:20]=[CH:19][N:18]=1, predict the reactants needed to synthesize it. The reactants are: [C:1]1([C:7]2[C:8](I)=[C:9]3[CH2:14][CH2:13][CH2:12][N:10]3[N:11]=2)[CH:6]=[CH:5][CH:4]=[CH:3][CH:2]=1.[F:16][C:17]1[CH:22]=[C:21](B2OC(C)(C)C(C)(C)O2)[CH:20]=[CH:19][N:18]=1.C([O-])([O-])=O.[Cs+].[Cs+].O. (4) Given the product [OH:9][C:6]1[CH:5]=[CH:4][C:3]([C:2]([F:10])([F:11])[F:1])=[CH:8][C:7]=1[CH:14]=[O:15], predict the reactants needed to synthesize it. The reactants are: [F:1][C:2]([F:11])([F:10])[C:3]1[CH:8]=[CH:7][C:6]([OH:9])=[CH:5][CH:4]=1.FC(F)(F)[C:14](O)=[O:15].C1N2CN3CN(C2)CN1C3.S(=O)(=O)(O)O.